This data is from Reaction yield outcomes from USPTO patents with 853,638 reactions. The task is: Predict the reaction yield, written as a fraction of the theoretical maximum amount of product (1.0 means a 100% yield; for example, 0.34 means a 34% yield). The reactants are [Cl:1][C:2]1[S:3][C:4]([Cl:21])=[CH:5][C:6]=1[S:7]([NH:10][C:11]1[CH:19]=[CH:18][C:14]([C:15]([OH:17])=[O:16])=[C:13]([OH:20])[CH:12]=1)(=[O:9])=[O:8].[CH2:22]([O:24][CH2:25][CH2:26]O)[CH3:23]. No catalyst specified. The product is [Cl:1][C:2]1[S:3][C:4]([Cl:21])=[CH:5][C:6]=1[S:7]([NH:10][C:11]1[CH:19]=[CH:18][C:14]([C:15]([O:17][CH2:23][CH2:22][O:24][CH2:25][CH3:26])=[O:16])=[C:13]([OH:20])[CH:12]=1)(=[O:9])=[O:8]. The yield is 0.150.